Dataset: Merck oncology drug combination screen with 23,052 pairs across 39 cell lines. Task: Regression. Given two drug SMILES strings and cell line genomic features, predict the synergy score measuring deviation from expected non-interaction effect. (1) Drug 1: O=C(NOCC(O)CO)c1ccc(F)c(F)c1Nc1ccc(I)cc1F. Drug 2: CCc1cnn2c(NCc3ccc[n+]([O-])c3)cc(N3CCCCC3CCO)nc12. Cell line: ES2. Synergy scores: synergy=-3.45. (2) Drug 1: CS(=O)(=O)CCNCc1ccc(-c2ccc3ncnc(Nc4ccc(OCc5cccc(F)c5)c(Cl)c4)c3c2)o1. Drug 2: COC1CC2CCC(C)C(O)(O2)C(=O)C(=O)N2CCCCC2C(=O)OC(C(C)CC2CCC(OP(C)(C)=O)C(OC)C2)CC(=O)C(C)C=C(C)C(O)C(OC)C(=O)C(C)CC(C)C=CC=CC=C1C. Cell line: HCT116. Synergy scores: synergy=19.8. (3) Drug 1: NC(=O)c1cccc2cn(-c3ccc(C4CCCNC4)cc3)nc12. Drug 2: CC(C)CC(NC(=O)C(Cc1ccccc1)NC(=O)c1cnccn1)B(O)O. Cell line: MSTO. Synergy scores: synergy=36.2. (4) Drug 1: CN(Cc1cnc2nc(N)nc(N)c2n1)c1ccc(C(=O)NC(CCC(=O)O)C(=O)O)cc1. Drug 2: C#Cc1cccc(Nc2ncnc3cc(OCCOC)c(OCCOC)cc23)c1. Cell line: A2780. Synergy scores: synergy=-3.94.